From a dataset of Merck oncology drug combination screen with 23,052 pairs across 39 cell lines. Regression. Given two drug SMILES strings and cell line genomic features, predict the synergy score measuring deviation from expected non-interaction effect. (1) Drug 1: O=S1(=O)NC2(CN1CC(F)(F)F)C1CCC2Cc2cc(C=CCN3CCC(C(F)(F)F)CC3)ccc2C1. Drug 2: Cn1c(=O)n(-c2ccc(C(C)(C)C#N)cc2)c2c3cc(-c4cnc5ccccc5c4)ccc3ncc21. Cell line: A375. Synergy scores: synergy=34.3. (2) Drug 1: CC1(c2nc3c(C(N)=O)cccc3[nH]2)CCCN1. Drug 2: COC1=C2CC(C)CC(OC)C(O)C(C)C=C(C)C(OC(N)=O)C(OC)C=CC=C(C)C(=O)NC(=CC1=O)C2=O. Cell line: SKMES1. Synergy scores: synergy=7.81. (3) Drug 1: COc1cccc2c1C(=O)c1c(O)c3c(c(O)c1C2=O)CC(O)(C(=O)CO)CC3OC1CC(N)C(O)C(C)O1. Drug 2: COC1CC2CCC(C)C(O)(O2)C(=O)C(=O)N2CCCCC2C(=O)OC(C(C)CC2CCC(OP(C)(C)=O)C(OC)C2)CC(=O)C(C)C=C(C)C(O)C(OC)C(=O)C(C)CC(C)C=CC=CC=C1C. Cell line: KPL1. Synergy scores: synergy=30.0. (4) Drug 1: N.N.O=C(O)C1(C(=O)O)CCC1.[Pt]. Drug 2: COC1=C2CC(C)CC(OC)C(O)C(C)C=C(C)C(OC(N)=O)C(OC)C=CC=C(C)C(=O)NC(=CC1=O)C2=O. Cell line: LOVO. Synergy scores: synergy=-1.09.